From a dataset of Forward reaction prediction with 1.9M reactions from USPTO patents (1976-2016). Predict the product of the given reaction. (1) Given the reactants [CH3:1][N:2]([CH3:29])[C:3]1[N:10]=[C:9]([O:11][C:12]2[CH:17]=[CH:16][C:15]([B:18]3[O:22]C(C)(C)C(C)(C)O3)=[C:14]([CH:27]=[O:28])[CH:13]=2)[CH:8]=[CH:7][C:4]=1[C:5]#[N:6].[BH4-].[Na+], predict the reaction product. The product is: [CH3:29][N:2]([CH3:1])[C:3]1[N:10]=[C:9]([O:11][C:12]2[CH:17]=[CH:16][C:15]3[B:18]([OH:22])[O:28][CH2:27][C:14]=3[CH:13]=2)[CH:8]=[CH:7][C:4]=1[C:5]#[N:6]. (2) Given the reactants CC1(C)C(C)(C)OB([C:9]2[CH:10]=[CH:11][C:12]3[O:17][CH2:16][C:15](=[O:18])[NH:14][C:13]=3[CH:19]=2)O1.Br[C:22]1[C:23]([CH3:38])=[N:24][N:25]([CH2:34][CH:35]([CH3:37])[CH3:36])[C:26]=1[C:27]1[CH:32]=[CH:31][C:30]([F:33])=[CH:29][CH:28]=1.C(=O)([O-])[O-].[Cs+].[Cs+].O, predict the reaction product. The product is: [F:33][C:30]1[CH:29]=[CH:28][C:27]([C:26]2[N:25]([CH2:34][CH:35]([CH3:36])[CH3:37])[N:24]=[C:23]([CH3:38])[C:22]=2[C:9]2[CH:10]=[CH:11][C:12]3[O:17][CH2:16][C:15](=[O:18])[NH:14][C:13]=3[CH:19]=2)=[CH:32][CH:31]=1. (3) Given the reactants C1(C(C2C=CC=CC=2)[N:8]2[C:16]3[C:11](=[CH:12][CH:13]=[CH:14][CH:15]=3)[C:10]3([C:20]4[CH:21]=[CH:22][C:23]([O:25][CH3:26])=[CH:24][C:19]=4[O:18][CH2:17]3)[C:9]2=[O:27])C=CC=CC=1.C1(C(C2C=CC=CC=2)N2C3C(=CC=CC=3)C3(C4C=C(C)C(OC)=CC=4OC3)C2=O)C=CC=CC=1, predict the reaction product. The product is: [CH3:26][O:25][C:23]1[CH:22]=[CH:21][C:20]2[C:10]3([CH2:17][O:18][C:19]=2[CH:24]=1)[C:11]1[C:16](=[CH:15][CH:14]=[CH:13][CH:12]=1)[NH:8][C:9]3=[O:27]. (4) Given the reactants CC([C:5]1[N:6]=[C:7]([C:35]2[CH:36]=[C:37]3[C:42](=[CH:43][CH:44]=2)[CH:41]=[N:40][CH:39]=[CH:38]3)[S:8][C:9]=1[N:10]([CH2:14][C@@H:15]([NH:27]C(OC(C)(C)C)=O)[CH2:16][C:17]1[CH:22]=[CH:21][C:20]([C:23]([F:26])([F:25])[F:24])=[CH:19][CH:18]=1)C(=O)[O-])(C)C.[C:45]([OH:51])([C:47]([F:50])([F:49])[F:48])=[O:46], predict the reaction product. The product is: [F:48][C:47]([F:50])([F:49])[C:45]([OH:51])=[O:46].[NH2:27][C@@H:15]([CH2:16][C:17]1[CH:22]=[CH:21][C:20]([C:23]([F:24])([F:26])[F:25])=[CH:19][CH:18]=1)[CH2:14][NH:10][C:9]1[S:8][C:7]([C:35]2[CH:36]=[C:37]3[C:42](=[CH:43][CH:44]=2)[CH:41]=[N:40][CH:39]=[CH:38]3)=[N:6][CH:5]=1. (5) Given the reactants [CH2:1]([O:3][C:4](=[O:19])[CH2:5][CH2:6][C:7]1[CH:12]=[CH:11][C:10]([CH:13]2[CH2:17][CH2:16][CH:15]([OH:18])[CH2:14]2)=[CH:9][CH:8]=1)[CH3:2].CCN(CC)CC.[CH3:27][S:28](Cl)(=[O:30])=[O:29], predict the reaction product. The product is: [CH2:1]([O:3][C:4](=[O:19])[CH2:5][CH2:6][C:7]1[CH:12]=[CH:11][C:10]([C@H:13]2[CH2:17][CH2:16][C@@H:15]([O:18][S:28]([CH3:27])(=[O:30])=[O:29])[CH2:14]2)=[CH:9][CH:8]=1)[CH3:2].